This data is from Peptide-MHC class I binding affinity with 185,985 pairs from IEDB/IMGT. The task is: Regression. Given a peptide amino acid sequence and an MHC pseudo amino acid sequence, predict their binding affinity value. This is MHC class I binding data. (1) The peptide sequence is ETTNWLWTF. The MHC is HLA-A32:07 with pseudo-sequence HLA-A32:07. The binding affinity (normalized) is 0.936. (2) The peptide sequence is DSPFYSPV. The MHC is H-2-Kb with pseudo-sequence H-2-Kb. The binding affinity (normalized) is 0.526. (3) The peptide sequence is HQTMQLNGQI. The MHC is Mamu-B17 with pseudo-sequence Mamu-B17. The binding affinity (normalized) is 0.252. (4) The peptide sequence is WSDLNTTDF. The MHC is HLA-B58:01 with pseudo-sequence HLA-B58:01. The binding affinity (normalized) is 0.0847.